This data is from Full USPTO retrosynthesis dataset with 1.9M reactions from patents (1976-2016). The task is: Predict the reactants needed to synthesize the given product. Given the product [C:1]([O:5][C:6](=[O:31])[NH:7][CH:8]1[CH2:13][CH2:12][CH:11]([NH:14][C:15]2[C:16]3[N:17]([C:21]([C:24]4[CH:29]=[CH:28][CH:27]=[C:26]([NH:48][CH:41]([C:42]5[CH:43]=[CH:44][CH:45]=[CH:46][CH:47]=5)[CH2:40][CH2:39][NH:38][C:37]([O:36][C:32]([CH3:35])([CH3:34])[CH3:33])=[O:49])[N:25]=4)=[CH:22][N:23]=3)[CH:18]=[CH:19][N:20]=2)[CH2:10][CH2:9]1)([CH3:4])([CH3:3])[CH3:2], predict the reactants needed to synthesize it. The reactants are: [C:1]([O:5][C:6](=[O:31])[NH:7][CH:8]1[CH2:13][CH2:12][CH:11]([NH:14][C:15]2[C:16]3[N:17]([C:21]([C:24]4[CH:29]=[CH:28][CH:27]=[C:26](Br)[N:25]=4)=[CH:22][N:23]=3)[CH:18]=[CH:19][N:20]=2)[CH2:10][CH2:9]1)([CH3:4])([CH3:3])[CH3:2].[C:32]([O:36][C:37](=[O:49])[NH:38][CH2:39][CH2:40][CH:41]([NH2:48])[C:42]1[CH:47]=[CH:46][CH:45]=[CH:44][CH:43]=1)([CH3:35])([CH3:34])[CH3:33].CN(C1C(C2C(P(C3CCCCC3)C3CCCCC3)=CC=CC=2)=CC=CC=1)C.C([O-])([O-])=O.[K+].[K+].